This data is from Catalyst prediction with 721,799 reactions and 888 catalyst types from USPTO. The task is: Predict which catalyst facilitates the given reaction. (1) Reactant: [CH3:1][C:2]1[S:6]/[C:5](=[N:7]\[C:8]([C:10]2[CH:22]=[CH:21][CH:20]=[CH:19][C:11]=2[C:12]([O:14]C(C)(C)C)=[O:13])=[O:9])/[N:4]([CH2:23][C:24]2[C:33]3[C:28](=[CH:29][CH:30]=[CH:31][CH:32]=3)[CH:27]=[CH:26][CH:25]=2)[CH:3]=1.Cl.O1CCOCC1. Product: [CH3:1][C:2]1[S:6]/[C:5](=[N:7]\[C:8]([C:10]2[CH:22]=[CH:21][CH:20]=[CH:19][C:11]=2[C:12]([OH:14])=[O:13])=[O:9])/[N:4]([CH2:23][C:24]2[C:33]3[C:28](=[CH:29][CH:30]=[CH:31][CH:32]=3)[CH:27]=[CH:26][CH:25]=2)[CH:3]=1. The catalyst class is: 15. (2) Reactant: [Cl:1][C:2]1[CH:18]=[CH:17][C:5]2[CH2:6][CH2:7][N:8]([C:11](=[O:16])[C:12]([F:15])([F:14])[F:13])[CH2:9][CH2:10][C:4]=2[C:3]=1OS(C(F)(F)F)(=O)=O.[NH2:27][CH2:28][C:29]1[CH:34]=[CH:33][C:32]([C:35]2[N:36]=[C:37]([NH:40][CH2:41][CH:42]3[CH2:44][CH2:43]3)[S:38][CH:39]=2)=[CH:31][N:30]=1. Product: [Cl:1][C:2]1[CH:18]=[CH:17][C:5]2[CH2:6][CH2:7][N:8]([C:11](=[O:16])[C:12]([F:15])([F:14])[F:13])[CH2:9][CH2:10][C:4]=2[C:3]=1[NH:27][CH2:28][C:29]1[CH:34]=[CH:33][C:32]([C:35]2[N:36]=[C:37]([NH:40][CH2:41][CH:42]3[CH2:44][CH2:43]3)[S:38][CH:39]=2)=[CH:31][N:30]=1. The catalyst class is: 11. (3) Reactant: [CH2:1]([NH:8][C:9]1[C:18]2[CH2:17]C[CH2:15][CH2:14][C:13]=2[N:12]=[C:11]([Cl:19])[N:10]=1)[C:2]1[CH:7]=[CH:6][CH:5]=[CH:4][CH:3]=1.[NH4+].[Cl-].C([OH:24])C. The catalyst class is: 292. Product: [CH2:1]([NH:8][C:9]1[C:18]2[CH2:17][O:24][CH2:15][CH2:14][C:13]=2[N:12]=[C:11]([Cl:19])[N:10]=1)[C:2]1[CH:7]=[CH:6][CH:5]=[CH:4][CH:3]=1. (4) Reactant: [C:1]([O:5][C:6]([N:8]1[CH2:13][CH2:12][CH:11]([C:14]2[CH:15]=[C:16]3[C:25](=[CH:26][C:27]=2Br)[O:24][CH2:23][C:22]2[N:17]3[CH:18]([CH3:30])[C:19](=[O:29])[NH:20][N:21]=2)[CH2:10][CH2:9]1)=[O:7])([CH3:4])([CH3:3])[CH3:2].[CH:31]1(B(O)O)[CH2:33][CH2:32]1.C([O-])([O-])=O.[K+].[K+]. Product: [C:1]([O:5][C:6]([N:8]1[CH2:13][CH2:12][CH:11]([C:14]2[CH:15]=[C:16]3[C:25](=[CH:26][C:27]=2[CH:31]2[CH2:33][CH2:32]2)[O:24][CH2:23][C:22]2[N:17]3[CH:18]([CH3:30])[C:19](=[O:29])[NH:20][N:21]=2)[CH2:10][CH2:9]1)=[O:7])([CH3:4])([CH3:3])[CH3:2]. The catalyst class is: 38.